This data is from Catalyst prediction with 721,799 reactions and 888 catalyst types from USPTO. The task is: Predict which catalyst facilitates the given reaction. (1) Reactant: [Cl:1][C:2]1[CH:7]=[C:6]([Cl:8])[CH:5]=[CH:4][C:3]=1[CH:9](O)[C:10]1[N:14]([CH2:15][CH2:16][CH2:17][OH:18])[C:13]2[C:19]([N:24]([CH2:27][CH3:28])[CH2:25][CH3:26])=[CH:20][C:21]([F:23])=[CH:22][C:12]=2[N:11]=1.C1(P(C2C=CC=CC=2)C2C=CC=CC=2)C=CC=CC=1.N(C(OCC)=O)=NC(OCC)=O.C1(C)C=CC=CC=1. Product: [Cl:1][C:2]1[CH:7]=[C:6]([Cl:8])[CH:5]=[CH:4][C:3]=1[CH:9]1[C:10]2=[N:11][C:12]3[C:13](=[C:19]([N:24]([CH2:27][CH3:28])[CH2:25][CH3:26])[CH:20]=[C:21]([F:23])[CH:22]=3)[N:14]2[CH2:15][CH2:16][CH2:17][O:18]1. The catalyst class is: 7. (2) Reactant: C[O:2][C:3](=[O:18])[C:4]1[CH:9]=[C:8]([CH2:10][OH:11])[CH:7]=[C:6]([CH3:12])[C:5]=1[O:13][CH:14]1[CH2:17][CH2:16][CH2:15]1.[OH-].[K+].O. Product: [CH:14]1([O:13][C:5]2[C:6]([CH3:12])=[CH:7][C:8]([CH2:10][OH:11])=[CH:9][C:4]=2[C:3]([OH:18])=[O:2])[CH2:17][CH2:16][CH2:15]1. The catalyst class is: 14. (3) Reactant: [F:1][C:2]1[CH:7]=[C:6]([S:8][C:9]2[CH:14]=[CH:13][CH:12]=[C:11]([O:15][CH3:16])[CH:10]=2)[CH:5]=[CH:4][C:3]=1[C:17]1[CH:22]=[CH:21][C:20]([CH2:23][CH2:24][C:25]2([NH:33]C(=O)C)[CH2:30][O:29]C(C)(C)[O:27][CH2:26]2)=[CH:19][CH:18]=1.Cl. Product: [NH2:33][C:25]([CH2:24][CH2:23][C:20]1[CH:19]=[CH:18][C:17]([C:3]2[CH:4]=[CH:5][C:6]([S:8][C:9]3[CH:14]=[CH:13][CH:12]=[C:11]([O:15][CH3:16])[CH:10]=3)=[CH:7][C:2]=2[F:1])=[CH:22][CH:21]=1)([CH2:30][OH:29])[CH2:26][OH:27]. The catalyst class is: 8. (4) Reactant: [CH3:1][O:2][CH2:3][C:4]1[CH:5]=[C:6]([C:10](=[N:18]O)[CH2:11][C:12]2[CH:17]=[CH:16][CH:15]=[CH:14][CH:13]=2)[CH:7]=[CH:8][CH:9]=1. Product: [CH3:1][O:2][CH2:3][C:4]1[CH:5]=[C:6]([CH:10]([NH2:18])[CH2:11][C:12]2[CH:17]=[CH:16][CH:15]=[CH:14][CH:13]=2)[CH:7]=[CH:8][CH:9]=1. The catalyst class is: 763.